From a dataset of Full USPTO retrosynthesis dataset with 1.9M reactions from patents (1976-2016). Predict the reactants needed to synthesize the given product. (1) The reactants are: N[C:2]1[CH:3]=[CH:4][C:5]2[C:11](=[O:12])[N:10]3[CH2:13][C@H:14]([C:17]([O:19][CH3:20])=[O:18])[CH2:15][CH2:16][C@H:9]3[CH2:8][CH2:7][C:6]=2[N:21]=1.N([O-])=O.[Na+].C([O-])(O)=O.[Na+].N1C=CC=CC=1.[FH:37]. Given the product [F:37][C:2]1[CH:3]=[CH:4][C:5]2[C:11](=[O:12])[N:10]3[CH2:13][C@H:14]([C:17]([O:19][CH3:20])=[O:18])[CH2:15][CH2:16][C@H:9]3[CH2:8][CH2:7][C:6]=2[N:21]=1, predict the reactants needed to synthesize it. (2) Given the product [Cl:43][C:44]1[CH:49]=[C:48]([C:50]#[N:51])[CH:47]=[CH:46][C:45]=1[C:2]1[CH:42]=[CH:41][C:5]2[NH:6][C:7]([C@@H:9]([NH:33][C:34](=[O:40])[O:35][C:36]([CH3:39])([CH3:38])[CH3:37])[CH2:10][C:11](=[O:32])[NH:12][C:13]([C:14]3[CH:15]=[CH:16][CH:17]=[CH:18][CH:19]=3)([C:20]3[CH:21]=[CH:22][CH:23]=[CH:24][CH:25]=3)[C:26]3[CH:27]=[CH:28][CH:29]=[CH:30][CH:31]=3)=[N:8][C:4]=2[CH:3]=1, predict the reactants needed to synthesize it. The reactants are: Br[C:2]1[CH:42]=[CH:41][C:5]2[NH:6][C:7]([C@@H:9]([NH:33][C:34](=[O:40])[O:35][C:36]([CH3:39])([CH3:38])[CH3:37])[CH2:10][C:11](=[O:32])[NH:12][C:13]([C:26]3[CH:31]=[CH:30][CH:29]=[CH:28][CH:27]=3)([C:20]3[CH:25]=[CH:24][CH:23]=[CH:22][CH:21]=3)[C:14]3[CH:19]=[CH:18][CH:17]=[CH:16][CH:15]=3)=[N:8][C:4]=2[CH:3]=1.[Cl:43][C:44]1[CH:49]=[C:48]([C:50]#[N:51])[CH:47]=[CH:46][C:45]=1B(O)O.C(=O)([O-])[O-].[Na+].[Na+].